Dataset: Reaction yield outcomes from USPTO patents with 853,638 reactions. Task: Predict the reaction yield, written as a fraction of the theoretical maximum amount of product (1.0 means a 100% yield; for example, 0.34 means a 34% yield). (1) The reactants are [Br:1][C:2]1[CH:3]=[C:4](/[CH:7]=[CH:8]/[C:9]([OH:11])=O)[O:5][CH:6]=1.S(Cl)([Cl:14])=O. The catalyst is ClC(Cl)Cl.CN(C=O)C. The product is [Br:1][C:2]1[CH:3]=[C:4](/[CH:7]=[CH:8]/[C:9]([Cl:14])=[O:11])[O:5][CH:6]=1. The yield is 0.970. (2) The reactants are [H-].[Na+].[CH3:3][N:4]1[CH2:9][CH2:8][N:7]([CH3:10])[CH2:6][C@@H:5]1[CH2:11][OH:12].[N+](C1C=CC([O:22][C:23]([N:25]2[CH2:30][CH2:29][N:28]([C:31]3[CH:36]=[CH:35][C:34]([F:37])=[CH:33][CH:32]=3)[CH2:27][CH2:26]2)=O)=CC=1)([O-])=O. The catalyst is C1COCC1. The product is [F:37][C:34]1[CH:33]=[CH:32][C:31]([N:28]2[CH2:27][CH2:26][N:25]([C:23]([O:12][CH2:11][C@H:5]3[CH2:6][N:7]([CH3:10])[CH2:8][CH2:9][N:4]3[CH3:3])=[O:22])[CH2:30][CH2:29]2)=[CH:36][CH:35]=1. The yield is 0.350. (3) The reactants are Br[C:2]1[C:3]([C:16]2[CH:21]=[CH:20][CH:19]=[CH:18][CH:17]=2)=[N:4][C:5]2[C:10]([N:11]=1)=[CH:9][C:8]([C:12]([O:14][CH3:15])=[O:13])=[CH:7][CH:6]=2.[CH3:22][O:23][C:24]1[CH:29]=[CH:28][C:27]([N:30]2[CH2:35][CH2:34][NH:33][CH2:32][CH2:31]2)=[CH:26][CH:25]=1.CCN(C(C)C)C(C)C. The catalyst is CN(C=O)C. The product is [CH3:22][O:23][C:24]1[CH:25]=[CH:26][C:27]([N:30]2[CH2:35][CH2:34][N:33]([C:2]3[C:3]([C:16]4[CH:21]=[CH:20][CH:19]=[CH:18][CH:17]=4)=[N:4][C:5]4[C:10]([N:11]=3)=[CH:9][C:8]([C:12]([O:14][CH3:15])=[O:13])=[CH:7][CH:6]=4)[CH2:32][CH2:31]2)=[CH:28][CH:29]=1. The yield is 0.420. (4) No catalyst specified. The reactants are [F:1][C:2]1[CH:3]=[C:4]([C:8]2[CH:13]=[C:12]([O:14]C)[CH:11]=[C:10]([I:16])[CH:9]=2)[CH:5]=[CH:6][CH:7]=1.[I-].[Na+].C[Si](Cl)(C)C. The yield is 0.980. The product is [F:1][C:2]1[CH:3]=[C:4]([C:8]2[CH:9]=[C:10]([I:16])[CH:11]=[C:12]([OH:14])[CH:13]=2)[CH:5]=[CH:6][CH:7]=1. (5) The reactants are [F:1][C:2]1([F:41])[O:6][C:5]2[CH:7]=[CH:8][C:9]([C:11]3([C:14]([NH:16][C:17]4[CH:18]=[C:19]5[C:23](=[CH:24][C:25]=4[F:26])[N:22]([CH2:27][C@@H:28]4[CH2:32][O:31]C(C)(C)[O:29]4)[C:21]([C:35]([CH3:40])([CH2:37][CH2:38][OH:39])[CH3:36])=[CH:20]5)=[O:15])[CH2:13][CH2:12]3)=[CH:10][C:4]=2[O:3]1.FC1(F)OC2C=CC(C3(C(NC4C=C5C(=CC=4F)NC(C(C)(CCO)C)=C5)=O)CC3)=CC=2O1.CC1C=CC(S(O)(=O)=O)=CC=1.O. The catalyst is CO.O. The product is [F:41][C:2]1([F:1])[O:6][C:5]2[CH:7]=[CH:8][C:9]([C:11]3([C:14]([NH:16][C:17]4[CH:18]=[C:19]5[C:23](=[CH:24][C:25]=4[F:26])[N:22]([CH2:27][C@@H:28]([OH:29])[CH2:32][OH:31])[C:21]([C:35]([CH3:36])([CH2:37][CH2:38][OH:39])[CH3:40])=[CH:20]5)=[O:15])[CH2:12][CH2:13]3)=[CH:10][C:4]=2[O:3]1. The yield is 0.310.